Dataset: Peptide-MHC class II binding affinity with 134,281 pairs from IEDB. Task: Regression. Given a peptide amino acid sequence and an MHC pseudo amino acid sequence, predict their binding affinity value. This is MHC class II binding data. (1) The peptide sequence is YQVTYIVRGSGRVQV. The MHC is HLA-DPA10201-DPB11401 with pseudo-sequence HLA-DPA10201-DPB11401. The binding affinity (normalized) is 0.146. (2) The peptide sequence is EVLFRLENHAETLRA. The MHC is HLA-DQA10301-DQB10302 with pseudo-sequence HLA-DQA10301-DQB10302. The binding affinity (normalized) is 0.143. (3) The peptide sequence is AFKPVLVDEGRKVAI. The MHC is HLA-DQA10601-DQB10402 with pseudo-sequence HLA-DQA10601-DQB10402. The binding affinity (normalized) is 0.